This data is from TCR-epitope binding with 47,182 pairs between 192 epitopes and 23,139 TCRs. The task is: Binary Classification. Given a T-cell receptor sequence (or CDR3 region) and an epitope sequence, predict whether binding occurs between them. (1) The epitope is RISNCVADY. Result: 0 (the TCR does not bind to the epitope). The TCR CDR3 sequence is CASSLGKTGGTYNEQFF. (2) The epitope is TPGPGVRYPL. The TCR CDR3 sequence is CASSTGLAGEGRHNEQFF. Result: 1 (the TCR binds to the epitope). (3) The epitope is SEVGPEHSLAEY. The TCR CDR3 sequence is CASSPNDNEAFF. Result: 0 (the TCR does not bind to the epitope). (4) The epitope is YLDAYNMMI. The TCR CDR3 sequence is CASSLAGFGHEQYF. Result: 1 (the TCR binds to the epitope). (5) The epitope is HLVDFQVTI. The TCR CDR3 sequence is CAISSGWGNNEQFF. Result: 0 (the TCR does not bind to the epitope).